From a dataset of Forward reaction prediction with 1.9M reactions from USPTO patents (1976-2016). Predict the product of the given reaction. (1) Given the reactants [H-].[Na+].[P:3]([O-:20])([O:12][CH2:13][C:14]1[CH:19]=[CH:18][CH:17]=[CH:16][CH:15]=1)[O:4][CH2:5][C:6]1[CH:11]=[CH:10][CH:9]=[CH:8][CH:7]=1.[CH2:21]([O:23][C:24](=[O:29])[CH2:25][CH2:26][CH2:27]Br)[CH3:22], predict the reaction product. The product is: [CH2:21]([O:23][C:24](=[O:29])[CH2:25][CH2:26][CH2:27][P:3]([O:12][CH2:13][C:14]1[CH:19]=[CH:18][CH:17]=[CH:16][CH:15]=1)([O:4][CH2:5][C:6]1[CH:11]=[CH:10][CH:9]=[CH:8][CH:7]=1)=[O:20])[CH3:22]. (2) Given the reactants [C:1]([O:13]C)(=O)[C:2]1[CH:11]=[CH:10][CH:9]=[C:4]([C:5]([O:7][CH3:8])=[O:6])[CH:3]=1.[CH3:15][C:16]([CH3:18])=[O:17].[H-].[Na+].Cl, predict the reaction product. The product is: [CH3:8][O:7][C:5](=[O:6])[C:4]1[CH:9]=[CH:10][CH:11]=[C:2]([C:1](=[O:13])[CH2:15][C:16](=[O:17])[CH3:18])[CH:3]=1. (3) The product is: [N:21]1[CH:22]=[CH:23][CH:24]=[CH:25][C:20]=1[CH2:19][O:18][C:10]1[CH:9]=[C:8]([C:7]2[C:2]([NH2:26])=[N:3][CH:4]=[N:5][CH:6]=2)[C:17]2[CH2:16][CH2:15][CH2:14][CH2:13][C:12]=2[N:11]=1. Given the reactants Cl[C:2]1[C:7]([C:8]2[C:17]3[CH2:16][CH2:15][CH2:14][CH2:13][C:12]=3[N:11]=[C:10]([O:18][CH2:19][C:20]3[CH:25]=[CH:24][CH:23]=[CH:22][N:21]=3)[CH:9]=2)=[CH:6][N:5]=[CH:4][N:3]=1.[NH3:26].CO, predict the reaction product. (4) Given the reactants [CH3:1][C:2]1([N:8]2[CH2:13][CH2:12][CH:11]([N:14]3[C@@H:22]4[C@H:17]([CH2:18][CH2:19][CH2:20][CH2:21]4)[CH2:16][C:15]3=[O:23])[CH2:10][CH2:9]2)[CH2:7][CH2:6][NH:5][CH2:4][CH2:3]1.[CH:24]1([C:27](O)=[O:28])[CH2:26][CH2:25]1.C(N(C(C)C)CC)(C)C.CN(C(ON1N=NC2C=CC=NC1=2)=[N+](C)C)C.F[P-](F)(F)(F)(F)F, predict the reaction product. The product is: [CH:24]1([C:27]([N:5]2[CH2:4][CH2:3][C:2]([N:8]3[CH2:13][CH2:12][CH:11]([N:14]4[C@@H:22]5[C@H:17]([CH2:18][CH2:19][CH2:20][CH2:21]5)[CH2:16][C:15]4=[O:23])[CH2:10][CH2:9]3)([CH3:1])[CH2:7][CH2:6]2)=[O:28])[CH2:26][CH2:25]1. (5) Given the reactants [C:1]([O:5][C:6](=[O:23])[NH:7][CH:8]([C:15]1[CH:20]=[CH:19][C:18]([Cl:21])=[C:17]([Cl:22])[CH:16]=1)[C:9](=[O:14])N(OC)C)([CH3:4])([CH3:3])[CH3:2].Br[C:25]1[CH:37]=[CH:36][C:28]([O:29][CH:30]2[CH2:35][CH2:34][O:33][CH2:32][CH2:31]2)=[C:27]([F:38])[CH:26]=1, predict the reaction product. The product is: [C:1]([O:5][C:6](=[O:23])[NH:7][CH:8]([C:15]1[CH:20]=[CH:19][C:18]([Cl:21])=[C:17]([Cl:22])[CH:16]=1)[C:9]([C:25]1[CH:37]=[CH:36][C:28]([O:29][CH:30]2[CH2:31][CH2:32][O:33][CH2:34][CH2:35]2)=[C:27]([F:38])[CH:26]=1)=[O:14])([CH3:2])([CH3:3])[CH3:4]. (6) Given the reactants Br[C:2]1[CH:7]=[CH:6][CH:5]=[CH:4][C:3]=1[S:8]([N:11]([CH2:31][O:32][CH3:33])[C:12]1[C:13]([C:23]([N:25]2[CH2:30][CH2:29][O:28][CH2:27][CH2:26]2)=[O:24])=[N:14][N:15]([C:17]2[CH:22]=[CH:21][CH:20]=[CH:19][CH:18]=2)[CH:16]=1)(=[O:10])=[O:9].C1(P(C2C=CC=CC=2)C2C=CC=CC=2)C=CC=CC=1.C([O-])([O-])=O.[Cs+].[Cs+], predict the reaction product. The product is: [CH3:33][O:32][CH2:31][N:11]1[C:12]2[C:13]([C:23]([N:25]3[CH2:30][CH2:29][O:28][CH2:27][CH2:26]3)=[O:24])=[N:14][N:15]([C:17]3[CH:22]=[CH:21][CH:20]=[CH:19][CH:18]=3)[C:16]=2[C:2]2[CH:7]=[CH:6][CH:5]=[CH:4][C:3]=2[S:8]1(=[O:10])=[O:9]. (7) The product is: [C:24]([O:28][C:29]([N:14]1[C:15]2[C:11](=[C:10]([NH:9][C:3]3[CH:4]=[CH:5][C:6]([I:8])=[CH:7][C:2]=3[F:1])[C:18]([N+:19]([O-:21])=[O:20])=[C:17]([O:22][CH3:23])[CH:16]=2)[CH:12]=[N:13]1)=[O:30])([CH3:27])([CH3:26])[CH3:25]. Given the reactants [F:1][C:2]1[CH:7]=[C:6]([I:8])[CH:5]=[CH:4][C:3]=1[NH:9][C:10]1[C:18]([N+:19]([O-:21])=[O:20])=[C:17]([O:22][CH3:23])[CH:16]=[C:15]2[C:11]=1[CH:12]=[N:13][NH:14]2.[C:24]([O:28][C:29](O[C:29]([O:28][C:24]([CH3:27])([CH3:26])[CH3:25])=[O:30])=[O:30])([CH3:27])([CH3:26])[CH3:25].C(N(CC)CC)C.CN(C=O)C, predict the reaction product. (8) The product is: [Cl:1][C:2]1[CH:3]=[C:4]([NH:9][C:10]2[C:19]3[C:14](=[CH:15][CH:16]=[CH:17][C:18]=3[O:20][CH2:21][C@H:22]3[CH2:27][CH2:26][CH2:25][N:24]([C:28]([O:30][C:31]([CH3:34])([CH3:33])[CH3:32])=[O:29])[CH2:23]3)[N:13]=[CH:12][N:11]=2)[CH:5]=[CH:6][C:7]=1[O:8][CH2:42][C:37]1[CH:38]=[CH:39][CH:40]=[CH:41][N:36]=1. Given the reactants [Cl:1][C:2]1[CH:3]=[C:4]([NH:9][C:10]2[C:19]3[C:14](=[CH:15][CH:16]=[CH:17][C:18]=3[O:20][CH2:21][C@H:22]3[CH2:27][CH2:26][CH2:25][N:24]([C:28]([O:30][C:31]([CH3:34])([CH3:33])[CH3:32])=[O:29])[CH2:23]3)[N:13]=[CH:12][N:11]=2)[CH:5]=[CH:6][C:7]=1[OH:8].Cl.[N:36]1[CH:41]=[CH:40][CH:39]=[CH:38][C:37]=1[CH2:42]Cl, predict the reaction product. (9) Given the reactants [C@H:1]12[CH2:8][CH2:7][CH2:6][C@H:5]1[CH2:4][NH:3][C@@H:2]2[CH2:9][NH:10][C:11]([C:13]1[N:20]2[C:16]([S:17][CH:18]=[CH:19]2)=[N:15][C:14]=1[CH3:21])=[O:12].[CH2:22]([C:24]1[CH:29]=[CH:28][C:27]([C:30]2[S:34][C:33]([CH3:35])=[N:32][C:31]=2[C:36](O)=[O:37])=[CH:26][CH:25]=1)[CH3:23], predict the reaction product. The product is: [CH2:22]([C:24]1[CH:25]=[CH:26][C:27]([C:30]2[S:34][C:33]([CH3:35])=[N:32][C:31]=2[C:36]([N:3]2[CH2:4][C@H:5]3[C@H:1]([CH2:8][CH2:7][CH2:6]3)[C@H:2]2[CH2:9][NH:10][C:11]([C:13]2[N:20]3[C:16]([S:17][CH:18]=[CH:19]3)=[N:15][C:14]=2[CH3:21])=[O:12])=[O:37])=[CH:28][CH:29]=1)[CH3:23].